From a dataset of Reaction yield outcomes from USPTO patents with 853,638 reactions. Predict the reaction yield, written as a fraction of the theoretical maximum amount of product (1.0 means a 100% yield; for example, 0.34 means a 34% yield). (1) The reactants are [C:1]([O:5][C:6]([N:8]1[CH2:12][CH2:11][CH2:10][CH:9]1[C:13]1[NH:14][C:15]([C:18]2[CH:19]=[CH:20][C:21]3[C:25]4[CH:26]=[CH:27][C:28](Br)=[CH:29][C:24]=4[S:23][C:22]=3[CH:31]=2)=[CH:16][N:17]=1)=[O:7])([CH3:4])([CH3:3])[CH3:2].C(OC([N:39]1[CH:44]([C:45]2[NH:49][C:48]3[CH:50]=[C:51](B4OC(C)(C)C(C)(C)O4)[CH:52]=[CH:53][C:47]=3[N:46]=2)[CH:43]2[CH2:63][CH:40]1[CH2:41][CH2:42]2)=O)(C)(C)C.[C:64](=[O:67])([O-:66])[O-].[K+].[K+]. The catalyst is COCCOC.C(OCC)(=O)C.C1C=CC(P(C2C=CC=CC=2)[C-]2C=CC=C2)=CC=1.C1C=CC(P(C2C=CC=CC=2)[C-]2C=CC=C2)=CC=1.Cl[Pd]Cl.[Fe+2].C1C=CC([P]([Pd]([P](C2C=CC=CC=2)(C2C=CC=CC=2)C2C=CC=CC=2)([P](C2C=CC=CC=2)(C2C=CC=CC=2)C2C=CC=CC=2)[P](C2C=CC=CC=2)(C2C=CC=CC=2)C2C=CC=CC=2)(C2C=CC=CC=2)C2C=CC=CC=2)=CC=1. The product is [C:1]([O:66][C:64]([N:39]1[CH:44]([C:45]2[NH:46][C:47]3[CH:53]=[C:52]([C:28]4[CH:27]=[CH:26][C:25]5[C:21]6[CH:20]=[CH:19][C:18]([C:15]7[NH:14][C:13]([CH:9]8[CH2:10][CH2:11][CH2:12][N:8]8[C:6]([O:5][C:1]([CH3:4])([CH3:3])[CH3:2])=[O:7])=[N:17][CH:16]=7)=[CH:31][C:22]=6[S:23][C:24]=5[CH:29]=4)[CH:51]=[CH:50][C:48]=3[N:49]=2)[CH:43]2[CH2:63][CH:40]1[CH2:41][CH2:42]2)=[O:67])([CH3:4])([CH3:3])[CH3:2]. The yield is 0.700. (2) The yield is 0.940. The product is [Br:21][CH2:20][C:15]([C:5]1[C:6]([C:9]2[CH:14]=[CH:13][CH:12]=[CH:11][CH:10]=2)=[N:7][O:8][C:4]=1[CH2:3][O:2][CH3:1])=[O:16]. The reactants are [CH3:1][O:2][CH2:3][C:4]1[O:8][N:7]=[C:6]([C:9]2[CH:14]=[CH:13][CH:12]=[CH:11][CH:10]=2)[C:5]=1[C:15](Cl)=[O:16].[N+](=[CH2:20])=[N-].[BrH:21]. The catalyst is CCOCC. (3) No catalyst specified. The reactants are [C:1]([C:3]([C:15]#[N:16])=[CH:4][C:5]1[CH:6]=[CH:7][C:8]([OH:14])=[C:9]([CH:13]=1)[C:10]([OH:12])=O)#[N:2].[F:17][C:18]([F:31])([F:30])[C:19]1[CH:20]=[C:21]([CH:23]=[C:24]([C:26]([F:29])([F:28])[F:27])[CH:25]=1)[NH2:22]. The product is [F:17][C:18]([F:30])([F:31])[C:19]1[CH:20]=[C:21]([NH:22][C:10](=[O:12])[C:9]2[CH:13]=[C:5]([CH:4]=[C:3]([C:1]#[N:2])[C:15]#[N:16])[CH:6]=[CH:7][C:8]=2[OH:14])[CH:23]=[C:24]([C:26]([F:27])([F:29])[F:28])[CH:25]=1. The yield is 0.0910. (4) The reactants are [Cl:1][C:2]1[CH:11]=[C:10]2[C:5]([C:6]([OH:19])=[C:7]([C:13]3[O:17][N:16]=[C:15]([CH3:18])[CH:14]=3)[C:8](=[O:12])[NH:9]2)=[CH:4][C:3]=1I.CC1(C)C(C)(C)OB([C:29]2[CH:34]=[CH:33][C:32]([C:35]3[N:36]=[C:37]([NH:40][C:41](=[O:43])[CH3:42])[S:38][CH:39]=3)=[CH:31][CH:30]=2)O1.C(=O)([O-])[O-].[Cs+].[Cs+]. The catalyst is O1CCOCC1.O.C1C=CC([P]([Pd]([P](C2C=CC=CC=2)(C2C=CC=CC=2)C2C=CC=CC=2)([P](C2C=CC=CC=2)(C2C=CC=CC=2)C2C=CC=CC=2)[P](C2C=CC=CC=2)(C2C=CC=CC=2)C2C=CC=CC=2)(C2C=CC=CC=2)C2C=CC=CC=2)=CC=1. The product is [Cl:1][C:2]1[CH:11]=[C:10]2[C:5]([C:6]([OH:19])=[C:7]([C:13]3[O:17][N:16]=[C:15]([CH3:18])[CH:14]=3)[C:8](=[O:12])[NH:9]2)=[CH:4][C:3]=1[C:29]1[CH:30]=[CH:31][C:32]([C:35]2[N:36]=[C:37]([NH:40][C:41](=[O:43])[CH3:42])[S:38][CH:39]=2)=[CH:33][CH:34]=1. The yield is 0.850. (5) The product is [C:11]([O:10][C:8]([N:1]1[CH2:5][CH:4]=[CH:3][CH2:2]1)=[O:9])([CH3:14])([CH3:13])[CH3:12]. The yield is 0.960. The catalyst is O1CCOCC1.O. The reactants are [NH:1]1[CH2:5][CH:4]=[CH:3][CH2:2]1.[OH-].[Na+].[C:8](O[C:8]([O:10][C:11]([CH3:14])([CH3:13])[CH3:12])=[O:9])([O:10][C:11]([CH3:14])([CH3:13])[CH3:12])=[O:9]. (6) The reactants are [N+:1]([C:4]1[CH:5]=[C:6]2[C:10](=[CH:11][CH:12]=1)[NH:9][N:8]=[C:7]2[NH2:13])([O-:3])=[O:2].[C:14](OC(=O)C)(=[O:16])[CH3:15].[OH2:21].N1[CH:27]=[CH:26]C=CC=1. No catalyst specified. The product is [C:14]([N:9]1[C:10]2[C:6](=[CH:5][C:4]([N+:1]([O-:3])=[O:2])=[CH:12][CH:11]=2)[C:7]([NH:13][C:26](=[O:21])[CH3:27])=[N:8]1)(=[O:16])[CH3:15]. The yield is 0.910.